Dataset: NCI-60 drug combinations with 297,098 pairs across 59 cell lines. Task: Regression. Given two drug SMILES strings and cell line genomic features, predict the synergy score measuring deviation from expected non-interaction effect. Drug 1: C1CC(C1)(C(=O)O)C(=O)O.[NH2-].[NH2-].[Pt+2]. Drug 2: CC(C)(C1=NC(=CC=C1)N2C3=NC(=NC=C3C(=O)N2CC=C)NC4=CC=C(C=C4)N5CCN(CC5)C)O. Cell line: NCIH23. Synergy scores: CSS=77.3, Synergy_ZIP=4.82, Synergy_Bliss=3.31, Synergy_Loewe=0.379, Synergy_HSA=7.44.